From a dataset of NCI-60 drug combinations with 297,098 pairs across 59 cell lines. Regression. Given two drug SMILES strings and cell line genomic features, predict the synergy score measuring deviation from expected non-interaction effect. (1) Drug 1: CN1CCC(CC1)COC2=C(C=C3C(=C2)N=CN=C3NC4=C(C=C(C=C4)Br)F)OC. Drug 2: N.N.Cl[Pt+2]Cl. Cell line: OVCAR-8. Synergy scores: CSS=3.24, Synergy_ZIP=-1.64, Synergy_Bliss=-2.21, Synergy_Loewe=-7.96, Synergy_HSA=-3.08. (2) Drug 1: C1=CC(=CC=C1CCC2=CNC3=C2C(=O)NC(=N3)N)C(=O)NC(CCC(=O)O)C(=O)O. Drug 2: C1=NC2=C(N=C(N=C2N1C3C(C(C(O3)CO)O)F)Cl)N. Cell line: COLO 205. Synergy scores: CSS=41.0, Synergy_ZIP=-11.9, Synergy_Bliss=-17.0, Synergy_Loewe=-12.6, Synergy_HSA=-9.47. (3) Drug 1: C1=CC(=C(C=C1I)F)NC2=C(C=CC(=C2F)F)C(=O)NOCC(CO)O. Drug 2: CNC(=O)C1=NC=CC(=C1)OC2=CC=C(C=C2)NC(=O)NC3=CC(=C(C=C3)Cl)C(F)(F)F. Cell line: SW-620. Synergy scores: CSS=77.3, Synergy_ZIP=2.31, Synergy_Bliss=2.11, Synergy_Loewe=4.17, Synergy_HSA=8.12. (4) Drug 1: CC1=C(C=C(C=C1)C(=O)NC2=CC(=CC(=C2)C(F)(F)F)N3C=C(N=C3)C)NC4=NC=CC(=N4)C5=CN=CC=C5. Drug 2: N.N.Cl[Pt+2]Cl. Cell line: IGROV1. Synergy scores: CSS=58.8, Synergy_ZIP=-0.425, Synergy_Bliss=2.52, Synergy_Loewe=0.458, Synergy_HSA=1.95. (5) Drug 1: CC1OCC2C(O1)C(C(C(O2)OC3C4COC(=O)C4C(C5=CC6=C(C=C35)OCO6)C7=CC(=C(C(=C7)OC)O)OC)O)O. Drug 2: CNC(=O)C1=NC=CC(=C1)OC2=CC=C(C=C2)NC(=O)NC3=CC(=C(C=C3)Cl)C(F)(F)F. Cell line: MDA-MB-231. Synergy scores: CSS=48.4, Synergy_ZIP=-8.46, Synergy_Bliss=-9.13, Synergy_Loewe=-9.04, Synergy_HSA=-4.95. (6) Drug 1: CCCS(=O)(=O)NC1=C(C(=C(C=C1)F)C(=O)C2=CNC3=C2C=C(C=N3)C4=CC=C(C=C4)Cl)F. Drug 2: CC1CCCC2(C(O2)CC(NC(=O)CC(C(C(=O)C(C1O)C)(C)C)O)C(=CC3=CSC(=N3)C)C)C. Cell line: OVCAR-4. Synergy scores: CSS=0.553, Synergy_ZIP=1.65, Synergy_Bliss=3.46, Synergy_Loewe=0.00974, Synergy_HSA=0.939.